Dataset: Forward reaction prediction with 1.9M reactions from USPTO patents (1976-2016). Task: Predict the product of the given reaction. Given the reactants [Br:1][C:2]1[CH:3]=[C:4]2[C:9](=[CH:10][CH:11]=1)[N:8]=[CH:7][CH:6]=[C:5]2[OH:12].[I:13]N1C(=O)CCC1=O, predict the reaction product. The product is: [Br:1][C:2]1[CH:3]=[C:4]2[C:9](=[CH:10][CH:11]=1)[N:8]=[CH:7][C:6]([I:13])=[C:5]2[OH:12].